Dataset: NCI-60 drug combinations with 297,098 pairs across 59 cell lines. Task: Regression. Given two drug SMILES strings and cell line genomic features, predict the synergy score measuring deviation from expected non-interaction effect. (1) Drug 1: C1CC(CCC1OC2=C(C(=CC=C2)Cl)F)(CC3=NC(=CC=C3)NC4=NC=CS4)C(=O)O. Drug 2: COCCOC1=C(C=C2C(=C1)C(=NC=N2)NC3=CC=CC(=C3)C#C)OCCOC. Cell line: SW-620. Synergy scores: CSS=33.9, Synergy_ZIP=-2.36, Synergy_Bliss=6.75, Synergy_Loewe=5.92, Synergy_HSA=7.16. (2) Drug 1: CC1=C(C(=CC=C1)Cl)NC(=O)C2=CN=C(S2)NC3=CC(=NC(=N3)C)N4CCN(CC4)CCO. Drug 2: CN(CCCl)CCCl.Cl. Cell line: NCI/ADR-RES. Synergy scores: CSS=0.411, Synergy_ZIP=-2.55, Synergy_Bliss=1.67, Synergy_Loewe=0.556, Synergy_HSA=0.904. (3) Drug 1: CCCS(=O)(=O)NC1=C(C(=C(C=C1)F)C(=O)C2=CNC3=C2C=C(C=N3)C4=CC=C(C=C4)Cl)F. Drug 2: CNC(=O)C1=NC=CC(=C1)OC2=CC=C(C=C2)NC(=O)NC3=CC(=C(C=C3)Cl)C(F)(F)F. Cell line: MOLT-4. Synergy scores: CSS=34.2, Synergy_ZIP=-2.98, Synergy_Bliss=0.999, Synergy_Loewe=-12.7, Synergy_HSA=-0.873. (4) Drug 1: C1C(C(OC1N2C=C(C(=O)NC2=O)F)CO)O. Drug 2: CC12CCC3C(C1CCC2OP(=O)(O)O)CCC4=C3C=CC(=C4)OC(=O)N(CCCl)CCCl.[Na+]. Cell line: CAKI-1. Synergy scores: CSS=0.749, Synergy_ZIP=-1.44, Synergy_Bliss=-2.35, Synergy_Loewe=-10.7, Synergy_HSA=-4.00. (5) Drug 1: C1CN(CCN1C(=O)CCBr)C(=O)CCBr. Drug 2: C1CC(=O)NC(=O)C1N2C(=O)C3=CC=CC=C3C2=O. Cell line: 786-0. Synergy scores: CSS=29.2, Synergy_ZIP=-8.30, Synergy_Bliss=-0.446, Synergy_Loewe=-2.89, Synergy_HSA=-1.04.